This data is from Catalyst prediction with 721,799 reactions and 888 catalyst types from USPTO. The task is: Predict which catalyst facilitates the given reaction. (1) Reactant: [F-:1].[K+].C1N2CCOCCOCCN(CCOCCOCC2)CCOCCOC1.S(O[CH2:40][CH2:41][CH2:42][CH2:43][CH2:44][C:45]1[CH:50]=[CH:49][C:48]([CH2:51][CH2:52][C:53]2[C:62]([CH3:63])=[C:61]([OH:64])[C:60]3[C:55](=[CH:56][CH:57]=[CH:58][CH:59]=3)[N:54]=2)=[CH:47][CH:46]=1)(C1C=CC(C)=CC=1)(=O)=O. Product: [F:1][CH2:40][CH2:41][CH2:42][CH2:43][CH2:44][C:45]1[CH:50]=[CH:49][C:48]([CH2:51][CH2:52][C:53]2[C:62]([CH3:63])=[C:61]([OH:64])[C:60]3[C:55](=[CH:56][CH:57]=[CH:58][CH:59]=3)[N:54]=2)=[CH:47][CH:46]=1. The catalyst class is: 10. (2) Reactant: [CH:1]([C:3]1[CH:8]=[C:7](OC)[C:6](OS(C(F)(F)F)(=O)=O)=[C:5]([O:19][CH3:20])[CH:4]=1)=[O:2].[C:21]1(B(O)O)[CH:26]=[CH:25][CH:24]=[CH:23][CH:22]=1.[C:30](=O)([O-])[O-].[K+].[K+].O. Product: [CH3:20][O:19][C:5]1[CH:4]=[C:3]([CH:1]=[O:2])[CH:8]=[CH:7][C:6]=1[C:23]1[CH:24]=[CH:25][CH:26]=[C:21]([CH3:30])[CH:22]=1. The catalyst class is: 308. (3) Reactant: [CH3:1][C:2]1[S:3][CH:4]=[C:5]([C:7]([N:9]2[CH2:14][C:13]3([CH2:19][CH2:18][N:17]([CH2:20][C:21]4[CH:22]=[C:23]([CH:32]=[CH:33][CH:34]=4)[CH2:24][CH2:25][O:26][CH2:27][CH2:28][C:29](O)=[O:30])[CH2:16][CH2:15]3)[O:12][CH2:11][CH2:10]2)=[O:8])[N:6]=1.[CH3:35][O:36][CH:37]([O:46][CH3:47])[CH2:38][NH:39][CH:40]1[CH2:45][CH2:44][CH2:43][CH2:42][CH2:41]1.C(N(CC)CC)C.C(P1(=O)OP(CCC)(=O)OP(CCC)(=O)O1)CC. Product: [CH3:24][CH2:23][CH2:22][CH:21]([CH3:34])[CH3:20].[CH:40]1([N:39]([CH2:38][CH:37]([O:46][CH3:47])[O:36][CH3:35])[C:29](=[O:30])[CH2:28][CH2:27][O:26][CH2:25][CH2:24][C:23]2[CH:32]=[CH:33][CH:34]=[C:21]([CH2:20][N:17]3[CH2:18][CH2:19][C:13]4([O:12][CH2:11][CH2:10][N:9]([C:7]([C:5]5[N:6]=[C:2]([CH3:1])[S:3][CH:4]=5)=[O:8])[CH2:14]4)[CH2:15][CH2:16]3)[CH:22]=2)[CH2:45][CH2:44][CH2:43][CH2:42][CH2:41]1. The catalyst class is: 248. (4) Product: [CH3:29][O:28][C:24](=[O:27])/[C:25](/[I:30])=[CH:26]\[CH2:15][CH:10]1[CH2:11][CH2:12][CH2:13][CH2:14]1. Reactant: BrCCBr.C[Si](Cl)(C)C.[CH:10]1([CH2:15]I)[CH2:14][CH2:13][CH2:12][CH2:11]1.[Cl-].[Li+].[Cu](C#N)C#N.[C:24]([O:28][CH3:29])(=[O:27])[C:25]#[CH:26].[I:30]I. The catalyst class is: 772. (5) Reactant: [Si]([O:8][CH2:9][CH2:10][N:11]1[CH2:15][C@@H:14]2[CH2:16][N:17]([C:19]3[N:24]=[N:23][C:22]([C:25]4[CH:30]=[CH:29][C:28]([C:31]5[CH:32]=[N:33][NH:34][CH:35]=5)=[CH:27][C:26]=4[OH:36])=[CH:21][CH:20]=3)[CH2:18][C@@H:13]2[CH2:12]1)(C(C)(C)C)(C)C.Cl.N. Product: [OH:8][CH2:9][CH2:10][N:11]1[CH2:12][C@@H:13]2[CH2:18][N:17]([C:19]3[N:24]=[N:23][C:22]([C:25]4[CH:30]=[CH:29][C:28]([C:31]5[CH:35]=[N:34][NH:33][CH:32]=5)=[CH:27][C:26]=4[OH:36])=[CH:21][CH:20]=3)[CH2:16][C@@H:14]2[CH2:15]1. The catalyst class is: 169.